Regression. Given a peptide amino acid sequence and an MHC pseudo amino acid sequence, predict their binding affinity value. This is MHC class I binding data. From a dataset of Peptide-MHC class I binding affinity with 185,985 pairs from IEDB/IMGT. (1) The peptide sequence is SDYEGRLI. The MHC is Mamu-A11 with pseudo-sequence Mamu-A11. The binding affinity (normalized) is 0.799. (2) The peptide sequence is NIREGTHVLL. The MHC is HLA-A02:06 with pseudo-sequence HLA-A02:06. The binding affinity (normalized) is 0.0341.